Dataset: Forward reaction prediction with 1.9M reactions from USPTO patents (1976-2016). Task: Predict the product of the given reaction. (1) Given the reactants [Li]C1C=CC=CC=1.O(CCCC)CCCC.CC(P(C(C)(C)C)C1[C:27]([C:28]2[CH:33]=[CH:32][CH:31]=[CH:30][CH:29]=2)=CC=CC=1)(C)C.C(O[N:47]([CH2:55][C:56]1[CH:61]=[CH:60][CH:59]=[CH:58][CH:57]=1)[CH2:48][C:49]1[CH:54]=[CH:53][CH:52]=[CH:51]C=1)(=O)C1C=CC=CC=1, predict the reaction product. The product is: [CH2:55]([N:47]([CH2:27][C:28]1[CH:29]=[CH:30][CH:31]=[CH:32][CH:33]=1)[C:48]1[CH:49]=[CH:54][CH:53]=[CH:52][CH:51]=1)[C:56]1[CH:57]=[CH:58][CH:59]=[CH:60][CH:61]=1. (2) Given the reactants C(OC(=O)[NH:7][CH2:8][CH2:9][C:10]1[CH:15]=[CH:14][C:13]([N:16]2[CH2:20][C:19](=[O:21])[N:18]([CH2:22][CH2:23][Si:24]([CH3:27])([CH3:26])[CH3:25])[S:17]2(=[O:29])=[O:28])=[C:12]([O:30][CH2:31][C:32]2[CH:37]=[CH:36][CH:35]=[CH:34][CH:33]=2)[CH:11]=1)(C)(C)C.[C:39]([OH:45])([C:41]([F:44])([F:43])[F:42])=[O:40], predict the reaction product. The product is: [OH:45][C:39]([C:41]([F:44])([F:43])[F:42])=[O:40].[NH2:7][CH2:8][CH2:9][C:10]1[CH:15]=[CH:14][C:13]([N:16]2[S:17](=[O:29])(=[O:28])[N:18]([CH2:22][CH2:23][Si:24]([CH3:25])([CH3:26])[CH3:27])[C:19](=[O:21])[CH2:20]2)=[C:12]([O:30][CH2:31][C:32]2[CH:33]=[CH:34][CH:35]=[CH:36][CH:37]=2)[CH:11]=1. (3) Given the reactants [CH3:1][O:2][C:3]1[CH:4]=[C:5]2[C:10](=[CH:11][C:12]=1[O:13][CH2:14][CH2:15][O:16][CH3:17])[N:9]=[CH:8][N:7]=[C:6]2[O:18][C:19]1[CH:20]=[C:21]([CH:23]=[CH:24][CH:25]=1)[NH2:22].[CH:26]([C:29]1[O:33][N:32]=[C:31]([NH:34][C:35](=O)[O:36]C2C=CC=CC=2)[CH:30]=1)([CH3:28])[CH3:27], predict the reaction product. The product is: [CH:26]([C:29]1[O:33][N:32]=[C:31]([NH:34][C:35]([NH:22][C:21]2[CH:23]=[CH:24][CH:25]=[C:19]([O:18][C:6]3[C:5]4[C:10](=[CH:11][C:12]([O:13][CH2:14][CH2:15][O:16][CH3:17])=[C:3]([O:2][CH3:1])[CH:4]=4)[N:9]=[CH:8][N:7]=3)[CH:20]=2)=[O:36])[CH:30]=1)([CH3:28])[CH3:27]. (4) Given the reactants [H-].[Na+].[CH2:3]([OH:10])[C:4]1[CH:9]=[CH:8][CH:7]=[CH:6][CH:5]=1.Cl[C:12]1[CH:17]=[CH:16][N:15]=[C:14]([CH3:18])[CH:13]=1, predict the reaction product. The product is: [CH2:3]([O:10][C:12]1[CH:17]=[CH:16][N:15]=[C:14]([CH3:18])[CH:13]=1)[C:4]1[CH:9]=[CH:8][CH:7]=[CH:6][CH:5]=1. (5) Given the reactants [C:1]([O:5][C:6]([N:8]1[CH2:13][CH2:12][N:11]([C:14]2[CH:19]=[CH:18][CH:17]=[C:16]([OH:20])[CH:15]=2)[CH2:10][CH2:9]1)=[O:7])([CH3:4])([CH3:3])[CH3:2].C(OC(N1CCN(C2C=CC(O[CH2:41][CH2:42][CH2:43][Cl:44])=CC=2)CC1)=O)(C)(C)C, predict the reaction product. The product is: [C:1]([O:5][C:6]([N:8]1[CH2:13][CH2:12][N:11]([C:14]2[CH:19]=[CH:18][CH:17]=[C:16]([O:20][CH2:41][CH2:42][CH2:43][Cl:44])[CH:15]=2)[CH2:10][CH2:9]1)=[O:7])([CH3:4])([CH3:2])[CH3:3]. (6) Given the reactants Cl[C:2]1[C:7]2[CH:8]=[CH:9][O:10][C:6]=2[C:5]([CH2:11][C:12]([NH2:14])=[O:13])=[CH:4][N:3]=1.C(CN)O.[CH3:19][N:20](C)[CH:21]=O, predict the reaction product. The product is: [CH3:19][N:20]([CH3:21])[C:2]1[C:7]2[CH:8]=[CH:9][O:10][C:6]=2[C:5]([CH2:11][C:12]([NH2:14])=[O:13])=[CH:4][N:3]=1. (7) Given the reactants [CH:1]1([CH:7]([NH:20][C:21]2[CH:22]=[CH:23][C:24]([C:27](O)=[O:28])=[N:25][CH:26]=2)[C:8]2[CH:12]=[C:11]([C:13]3[CH:18]=[CH:17][CH:16]=[CH:15][CH:14]=3)[S:10][C:9]=2[CH3:19])[CH2:6][CH2:5][CH2:4][CH2:3][CH2:2]1.[CH3:30][NH:31][CH2:32][CH2:33][C:34]([O:36]CC)=[O:35].O.ON1C2C=CC=CC=2N=N1.Cl.C(N=C=NCCCN(C)C)C.[Cl-].[NH4+].[OH-].[Na+], predict the reaction product. The product is: [CH:1]1([CH:7]([NH:20][C:21]2[CH:22]=[CH:23][C:24]([C:27]([N:31]([CH3:30])[CH2:32][CH2:33][C:34]([OH:36])=[O:35])=[O:28])=[N:25][CH:26]=2)[C:8]2[CH:12]=[C:11]([C:13]3[CH:18]=[CH:17][CH:16]=[CH:15][CH:14]=3)[S:10][C:9]=2[CH3:19])[CH2:6][CH2:5][CH2:4][CH2:3][CH2:2]1.